This data is from Catalyst prediction with 721,799 reactions and 888 catalyst types from USPTO. The task is: Predict which catalyst facilitates the given reaction. (1) Reactant: [C:1]([O:5][C:6]([N:8]1[C:16]2[C:11](=[CH:12][CH:13]=[CH:14][CH:15]=2)[C:10](/[CH:17]=[CH:18]/[C:19]([OH:21])=O)=[CH:9]1)=[O:7])([CH3:4])([CH3:3])[CH3:2].[Br:22][C:23]1[CH:35]=[CH:34][C:26]([C:27]([NH:29][NH:30][CH:31]([CH3:33])[CH3:32])=[O:28])=[CH:25][CH:24]=1.CN(C(ON1N=NC2C=CC=NC1=2)=[N+](C)C)C.F[P-](F)(F)(F)(F)F.C(N(CC)C(C)C)(C)C. Product: [Br:22][C:23]1[CH:35]=[CH:34][C:26]([C:27]([NH:29][N:30]([C:19](=[O:21])/[CH:18]=[CH:17]/[C:10]2[C:11]3[C:16](=[CH:15][CH:14]=[CH:13][CH:12]=3)[N:8]([C:6]([O:5][C:1]([CH3:4])([CH3:3])[CH3:2])=[O:7])[CH:9]=2)[CH:31]([CH3:32])[CH3:33])=[O:28])=[CH:25][CH:24]=1. The catalyst class is: 31. (2) Reactant: [NH2:1][C@@H:2]([CH2:33][C:34]1[CH:39]=[CH:38][CH:37]=[CH:36][CH:35]=1)[C@@H:3]([OH:32])[CH2:4][C@@H:5]([NH:19][C:20]([C@@H:22]([NH:27][C:28](=[O:31])[O:29][CH3:30])[C:23]([CH3:26])([CH3:25])[CH3:24])=[O:21])[CH2:6][C:7]1[CH:12]=[CH:11][C:10]([C:13]2[CH:18]=[CH:17][CH:16]=[CH:15][N:14]=2)=[CH:9][CH:8]=1.[CH3:40][O:41][C:42]1[CH:62]=[CH:61][CH:60]=[CH:59][C:43]=1[CH2:44][N:45]1[CH2:49][CH2:48][N:47]([C@@H:50]([C:54]([CH3:57])([CH3:56])[CH3:55])[C:51](O)=[O:52])[C:46]1=[O:58].CCOP(ON1N=NC2C=CC=CC=2C1=O)(OCC)=O.C(N(CC)C(C)C)(C)C. Product: [OH:32][C@H:3]([C@@H:2]([NH:1][C:51](=[O:52])[C@@H:50]([N:47]1[CH2:48][CH2:49][N:45]([CH2:44][C:43]2[CH:59]=[CH:60][CH:61]=[CH:62][C:42]=2[O:41][CH3:40])[C:46]1=[O:58])[C:54]([CH3:57])([CH3:56])[CH3:55])[CH2:33][C:34]1[CH:35]=[CH:36][CH:37]=[CH:38][CH:39]=1)[CH2:4][C@@H:5]([NH:19][C:20]([C@@H:22]([NH:27][C:28](=[O:31])[O:29][CH3:30])[C:23]([CH3:26])([CH3:25])[CH3:24])=[O:21])[CH2:6][C:7]1[CH:12]=[CH:11][C:10]([C:13]2[CH:18]=[CH:17][CH:16]=[CH:15][N:14]=2)=[CH:9][CH:8]=1. The catalyst class is: 1.